Dataset: Full USPTO retrosynthesis dataset with 1.9M reactions from patents (1976-2016). Task: Predict the reactants needed to synthesize the given product. The reactants are: [CH3:1][O:2][C:3]1[CH:8]=[CH:7][C:6]([C:9]2[S:13][C:12]([C:14](O)=[O:15])=[C:11]([NH:17][C:18]([NH:20][C:21]3[C:26]([CH3:27])=[CH:25][C:24]([CH3:28])=[CH:23][C:22]=3[CH3:29])=[O:19])[CH:10]=2)=[CH:5][CH:4]=1.CN(C(ON1N=NC2C=CC=NC1=2)=[N+](C)C)C.F[P-](F)(F)(F)(F)F.CCN(C(C)C)C(C)C.[NH2:63][C:64]1([C:72]([O:74][CH3:75])=[O:73])[CH2:71][CH2:70][CH2:69][CH2:68][CH2:67][CH2:66][CH2:65]1. Given the product [CH3:1][O:2][C:3]1[CH:4]=[CH:5][C:6]([C:9]2[S:13][C:12]([C:14]([NH:63][C:64]3([C:72]([O:74][CH3:75])=[O:73])[CH2:71][CH2:70][CH2:69][CH2:68][CH2:67][CH2:66][CH2:65]3)=[O:15])=[C:11]([NH:17][C:18]([NH:20][C:21]3[C:22]([CH3:29])=[CH:23][C:24]([CH3:28])=[CH:25][C:26]=3[CH3:27])=[O:19])[CH:10]=2)=[CH:7][CH:8]=1, predict the reactants needed to synthesize it.